Dataset: CYP1A2 inhibition data for predicting drug metabolism from PubChem BioAssay. Task: Regression/Classification. Given a drug SMILES string, predict its absorption, distribution, metabolism, or excretion properties. Task type varies by dataset: regression for continuous measurements (e.g., permeability, clearance, half-life) or binary classification for categorical outcomes (e.g., BBB penetration, CYP inhibition). Dataset: cyp1a2_veith. (1) The compound is Cc1ccnc(NC(=S)NC(=O)c2ccco2)c1. The result is 1 (inhibitor). (2) The compound is Cc1ccc(/C=C/C2=Cc3c(sc(NC(=O)CSc4n[nH]c(N)n4)c3C#N)C(C)(C)C2)o1. The result is 0 (non-inhibitor). (3) The drug is CC(C)COCC1CC2(CC(C)(c3csc(N)n3)OC2=O)C(=O)O1. The result is 0 (non-inhibitor). (4) The compound is c1ccc(Nc2ncncc2-c2ccc3c(c2)OCO3)cc1. The result is 1 (inhibitor). (5) The molecule is C=CCn1c(NCc2ccccc2)nc2ccccc21. The result is 1 (inhibitor). (6) The compound is CC1(C)CC(Nc2ccc(Nc3ccccc3)cc2)CC(C)(C)N1. The result is 0 (non-inhibitor). (7) The drug is O=C(OCC(=O)N1CCOCC1)c1ccc(Cl)nc1. The result is 0 (non-inhibitor). (8) The compound is C(=NC12CN3CN(CN(C3)C1)C2)c1cccnc1. The result is 0 (non-inhibitor). (9) The compound is COc1ccc(S(=O)(=O)N2CCC(N3CCCCC3)CC2)cc1. The result is 0 (non-inhibitor). (10) The result is 0 (non-inhibitor). The molecule is CCCCC[C@H](CC(=O)NO)C(=O)N[C@@H](C(=O)N1CCC[C@H]1CO)C(C)C.